Dataset: Reaction yield outcomes from USPTO patents with 853,638 reactions. Task: Predict the reaction yield, written as a fraction of the theoretical maximum amount of product (1.0 means a 100% yield; for example, 0.34 means a 34% yield). (1) The reactants are C[O:2][C:3](=[O:39])[CH2:4][CH2:5][NH:6][C:7](=[O:38])[C:8]1[CH:13]=[CH:12][C:11]([CH2:14][N:15]([C:26]2[CH:31]=[CH:30][C:29]([C:32]3[CH2:37][CH2:36][CH2:35][CH2:34][CH:33]=3)=[CH:28][CH:27]=2)[C:16]([NH:18][C:19]2[CH:24]=[CH:23][CH:22]=[C:21]([Br:25])[CH:20]=2)=[O:17])=[CH:10][CH:9]=1.[OH-].[Li+].Cl. The catalyst is C1COCC1.O. The product is [Br:25][C:21]1[CH:20]=[C:19]([NH:18][C:16](=[O:17])[N:15]([CH2:14][C:11]2[CH:10]=[CH:9][C:8]([C:7]([NH:6][CH2:5][CH2:4][C:3]([OH:39])=[O:2])=[O:38])=[CH:13][CH:12]=2)[C:26]2[CH:27]=[CH:28][C:29]([C:32]3[CH2:37][CH2:36][CH2:35][CH2:34][CH:33]=3)=[CH:30][CH:31]=2)[CH:24]=[CH:23][CH:22]=1. The yield is 0.610. (2) The reactants are [H-].[Li+].[Al+3].[H-].[H-].[H-].[Cl-].[Al+3].[Cl-].[Cl-].[NH2:11][C:12]1[S:13][C:14]([C:25]2[CH:30]=[CH:29][N:28]=[C:27]([NH:31][C:32](=O)[C:33]3[CH:38]=[CH:37][CH:36]=[CH:35][CH:34]=3)[CH:26]=2)=[C:15]([C:17]2[CH:22]=[C:21]([CH3:23])[CH:20]=[C:19]([CH3:24])[CH:18]=2)[N:16]=1.O. The catalyst is O1CCCC1. The product is [NH2:11][C:12]1[S:13][C:14]([C:25]2[CH:30]=[CH:29][N:28]=[C:27]([NH:31][CH2:32][C:33]3[CH:38]=[CH:37][CH:36]=[CH:35][CH:34]=3)[CH:26]=2)=[C:15]([C:17]2[CH:22]=[C:21]([CH3:23])[CH:20]=[C:19]([CH3:24])[CH:18]=2)[N:16]=1. The yield is 0.510. (3) The reactants are Br[C:2]1[CH:3]=[CH:4][C:5]([N+:9]([O-:11])=[O:10])=[C:6]([CH:8]=1)[NH2:7].[S:12]1[CH:16]=[CH:15][CH:14]=[C:13]1B(O)O.C(=O)([O-])[O-].[Na+].[Na+]. The catalyst is C1COCC1.O.CCOC(C)=O.C1C=CC([P]([Pd]([P](C2C=CC=CC=2)(C2C=CC=CC=2)C2C=CC=CC=2)([P](C2C=CC=CC=2)(C2C=CC=CC=2)C2C=CC=CC=2)[P](C2C=CC=CC=2)(C2C=CC=CC=2)C2C=CC=CC=2)(C2C=CC=CC=2)C2C=CC=CC=2)=CC=1. The product is [N+:9]([C:5]1[CH:4]=[CH:3][C:2]([C:13]2[S:12][CH:16]=[CH:15][CH:14]=2)=[CH:8][C:6]=1[NH2:7])([O-:11])=[O:10]. The yield is 0.790. (4) The reactants are Br[C:2]1[CH:3]=[C:4]2[C:9](=[CH:10][CH:11]=1)[CH:8]=[C:7]([O:12][CH2:13][C:14]1[C:15]([C:22]3[C:27]([Cl:28])=[CH:26][CH:25]=[CH:24][C:23]=3[Cl:29])=[N:16][O:17][C:18]=1[CH:19]([CH3:21])[CH3:20])[CH:6]=[CH:5]2.COCCOC.C(=O)([O-])[O-].[Na+].[Na+].CC1(C)C(C)(C)OB([C:50]2[CH:56]=[CH:55][C:53]([NH2:54])=[CH:52][CH:51]=2)O1. The catalyst is O.C(OCC)(=O)C.C1C=CC([P]([Pd]([P](C2C=CC=CC=2)(C2C=CC=CC=2)C2C=CC=CC=2)([P](C2C=CC=CC=2)(C2C=CC=CC=2)C2C=CC=CC=2)[P](C2C=CC=CC=2)(C2C=CC=CC=2)C2C=CC=CC=2)(C2C=CC=CC=2)C2C=CC=CC=2)=CC=1. The product is [Cl:28][C:27]1[CH:26]=[CH:25][CH:24]=[C:23]([Cl:29])[C:22]=1[C:15]1[C:14]([CH2:13][O:12][C:7]2[CH:8]=[C:9]3[C:4](=[CH:5][CH:6]=2)[CH:3]=[C:2]([C:50]2[CH:56]=[CH:55][C:53]([NH2:54])=[CH:52][CH:51]=2)[CH:11]=[CH:10]3)=[C:18]([CH:19]([CH3:21])[CH3:20])[O:17][N:16]=1. The yield is 0.440. (5) The reactants are [CH3:1][C:2]1[C:7]([OH:8])=[CH:6][CH:5]=[CH:4][N:3]=1.[H-].[Na+].Br[C:12]1[CH:13]=[C:14]([N+]([O-])=O)[C:15]([C:18]#[N:19])=[N:16][CH:17]=1.[N:23]1[CH:28]=[CH:27][CH:26]=[CH:25][C:24]=1[SH:29]. The catalyst is CN(C=O)C. The product is [CH3:1][C:2]1[C:7]([O:8][C:14]2[C:15]([C:18]#[N:19])=[N:16][CH:17]=[C:12]([S:29][C:24]3[CH:25]=[CH:26][CH:27]=[CH:28][N:23]=3)[CH:13]=2)=[CH:6][CH:5]=[CH:4][N:3]=1. The yield is 0.850. (6) The reactants are COC1C=C(OC)C=CC=1C[N:6]1[CH2:21][C:20]2([CH2:25][CH2:24][CH2:23][CH2:22]2)[N:19]2[CH:8]([CH2:9][C:10](=[O:26])[C:11]3[CH:16]=[N:15][C:14]([S:17][CH3:18])=[N:13][C:12]=32)[C:7]1=[O:27]. The yield is 0.230. The catalyst is FC(F)(F)C(O)=O. The product is [CH3:18][S:17][C:14]1[N:15]=[CH:16][C:11]2[C:10](=[O:26])[CH2:9][CH:8]3[C:7](=[O:27])[NH:6][CH2:21][C:20]4([CH2:25][CH2:24][CH2:23][CH2:22]4)[N:19]3[C:12]=2[N:13]=1. (7) The reactants are [C:1]([C:4]1[CH:5]=[CH:6][C:7]([C:20]2[CH:25]=[CH:24][CH:23]=[CH:22][C:21]=2[F:26])=[C:8]2[C:16]=1[NH:15][C:14]1[CH:13]=[C:12](C(O)=O)[CH:11]=[CH:10][C:9]2=1)(=[O:3])[NH2:2].C1(P([N:41]=[N+]=[N-])(C2C=CC=CC=2)=O)C=CC=CC=1.[C:44]1([CH2:50][OH:51])[CH:49]=[CH:48][CH:47]=[CH:46][CH:45]=1.[O:52]1[CH2:57]COCC1. No catalyst specified. The product is [C:1]([C:4]1[CH:5]=[CH:6][C:7]([C:20]2[CH:25]=[CH:24][CH:23]=[CH:22][C:21]=2[F:26])=[C:8]2[C:16]=1[NH:15][C:14]1[CH:13]=[C:12]([NH:41][C:57](=[O:52])[O:51][CH2:50][C:44]3[CH:49]=[CH:48][CH:47]=[CH:46][CH:45]=3)[CH:11]=[CH:10][C:9]2=1)(=[O:3])[NH2:2]. The yield is 0.830.